Dataset: Reaction yield outcomes from USPTO patents with 853,638 reactions. Task: Predict the reaction yield, written as a fraction of the theoretical maximum amount of product (1.0 means a 100% yield; for example, 0.34 means a 34% yield). The catalyst is C1COCC1. The reactants are [N:1]([CH2:4][C@@H:5]1[CH2:9][C@@H:8]([S:10][C:11]([C:24]2[CH:29]=[CH:28][CH:27]=[CH:26][CH:25]=2)([C:18]2[CH:23]=[CH:22][CH:21]=[CH:20][CH:19]=2)[C:12]2[CH:17]=[CH:16][CH:15]=[CH:14][CH:13]=2)[CH2:7][NH:6]1)=[N+:2]=[N-:3].[CH2:30]([N:34]=[C:35]=[O:36])[CH2:31][CH2:32][CH3:33]. The yield is 0.800. The product is [CH2:30]([NH:34][C:35]([N:6]1[CH2:7][C@H:8]([S:10][C:11]([C:12]2[CH:17]=[CH:16][CH:15]=[CH:14][CH:13]=2)([C:24]2[CH:29]=[CH:28][CH:27]=[CH:26][CH:25]=2)[C:18]2[CH:19]=[CH:20][CH:21]=[CH:22][CH:23]=2)[CH2:9][C@H:5]1[CH2:4][N:1]=[N+:2]=[N-:3])=[O:36])[CH2:31][CH2:32][CH3:33].